Predict the product of the given reaction. From a dataset of Forward reaction prediction with 1.9M reactions from USPTO patents (1976-2016). (1) The product is: [Cl:1][C:2]1[CH:3]=[CH:4][C:5]2[N:11]([CH2:12][C:13]3[CH:18]=[CH:17][C:16]([O:19][CH3:20])=[CH:15][C:14]=3[O:21][CH3:22])[C:10](=[O:23])[C@@H:9]([CH2:24][C:25]([OH:27])=[O:26])[O:8][C@H:7]([C:30]3[CH:35]=[CH:34][CH:33]=[C:32]([O:36][CH3:37])[C:31]=3[O:38][CH3:39])[C:6]=2[CH:40]=1. Given the reactants [Cl:1][C:2]1[CH:3]=[CH:4][C:5]2[N:11]([CH2:12][C:13]3[CH:18]=[CH:17][C:16]([O:19][CH3:20])=[CH:15][C:14]=3[O:21][CH3:22])[C:10](=[O:23])[C@@H:9]([CH2:24][C:25]([O:27]CC)=[O:26])[O:8][C@H:7]([C:30]3[CH:35]=[CH:34][CH:33]=[C:32]([O:36][CH3:37])[C:31]=3[O:38][CH3:39])[C:6]=2[CH:40]=1.O.[OH-].[Li+].Cl, predict the reaction product. (2) The product is: [NH2:1][C:2]1[N:7]=[CH:6][N:5]=[C:4]2[N:8]([CH:20]3[C:21]4[C:28](=[N:29][CH:24]=[CH:36][CH:37]=4)[CH2:27][CH2:26]3)[N:9]=[C:10]([C:11]3[CH:12]=[C:13]([F:19])[C:14]([F:18])=[C:15]([OH:17])[CH:16]=3)[C:3]=12. Given the reactants [NH2:1][C:2]1[N:7]=[CH:6][N:5]=[C:4]2[N:8]([CH2:20][CH2:21]N)[N:9]=[C:10]([C:11]3[CH:12]=[C:13]([F:19])[C:14]([F:18])=[C:15]([OH:17])[CH:16]=3)[C:3]=12.Cl[C:24]1[N:29]=[CH:28][CH:27]=[CH:26]N=1.C(=O)(O)[O-].[Na+].O.[CH2:36](O)[CH3:37], predict the reaction product. (3) Given the reactants [Cl:1][C:2]1[CH:7]=[N:6][CH:5]=[C:4]([Cl:8])[N:3]=1.[Li+].[Cl-].Br[CH2:12][C:13](=[CH2:19])[C:14]([O:16][CH2:17][CH3:18])=[O:15].C([Cu])#N, predict the reaction product. The product is: [Cl:1][C:2]1[C:7]([CH2:19][C:13](=[CH2:12])[C:14]([O:16][CH2:17][CH3:18])=[O:15])=[N:6][CH:5]=[C:4]([Cl:8])[N:3]=1. (4) Given the reactants [OH:1][C@@H:2]([C@H:4]1[C:25](=[O:26])[N:6]2[C@@H:7]([C:12]([O:14][CH2:15][C:16]3[CH:21]=[CH:20][C:19]([N+:22]([O-:24])=[O:23])=[CH:18][CH:17]=3)=[O:13])[C:8](=O)[C@H:9]([CH3:10])[C@H:5]12)[CH3:3].[N:27]([C@@H:30]1[CH2:34][N:33]([C:35]([O:37][CH2:38][C:39]2[CH:44]=[CH:43][C:42]([N+:45]([O-:47])=[O:46])=[CH:41][CH:40]=2)=[O:36])[C@H:32]([C:48]([C:50]2[N:51]=[CH:52][N:53]3[CH:57]=[C:56]([Sn](CCCC)(CCCC)CCCC)[S:55][C:54]=23)=[O:49])[CH2:31]1)=[N+:28]=[N-:29], predict the reaction product. The product is: [N:27]([C@@H:30]1[CH2:34][N:33]([C:35]([O:37][CH2:38][C:39]2[CH:44]=[CH:43][C:42]([N+:45]([O-:47])=[O:46])=[CH:41][CH:40]=2)=[O:36])[C@H:32]([C:48]([C:50]2[N:51]=[CH:52][N:53]3[CH:57]=[C:56]([C:8]4[C@H:9]([CH3:10])[C@@H:5]5[C@@H:4]([C@H:2]([OH:1])[CH3:3])[C:25](=[O:26])[N:6]5[C:7]=4[C:12]([O:14][CH2:15][C:16]4[CH:17]=[CH:18][C:19]([N+:22]([O-:24])=[O:23])=[CH:20][CH:21]=4)=[O:13])[S:55][C:54]=23)=[O:49])[CH2:31]1)=[N+:28]=[N-:29].